This data is from Reaction yield outcomes from USPTO patents with 853,638 reactions. The task is: Predict the reaction yield, written as a fraction of the theoretical maximum amount of product (1.0 means a 100% yield; for example, 0.34 means a 34% yield). The reactants are C([O:5][C@H:6]1[CH2:10][N:9]([C:11]([O:13][CH2:14][CH:15]2[C:27]3[CH:26]=[CH:25][CH:24]=[CH:23][C:22]=3[C:21]3[C:16]2=[CH:17][CH:18]=[CH:19][CH:20]=3)=[O:12])[C@H:8]([C:28]([O:30][CH2:31][CH:32]=[CH2:33])=[O:29])[CH2:7]1)(C)(C)C.C(O)(C(F)(F)F)=O.O.C(=O)(O)[O-].[Na+]. The catalyst is C(Cl)Cl. The product is [OH:5][C@H:6]1[CH2:10][N:9]([C:11]([O:13][CH2:14][CH:15]2[C:27]3[CH:26]=[CH:25][CH:24]=[CH:23][C:22]=3[C:21]3[C:16]2=[CH:17][CH:18]=[CH:19][CH:20]=3)=[O:12])[C@H:8]([C:28]([O:30][CH2:31][CH:32]=[CH2:33])=[O:29])[CH2:7]1. The yield is 0.810.